Dataset: Full USPTO retrosynthesis dataset with 1.9M reactions from patents (1976-2016). Task: Predict the reactants needed to synthesize the given product. Given the product [O:1]1[CH:5]=[CH:4][CH:3]=[C:2]1[C:6]1[O:10][N:9]=[C:8]([CH2:11][O:12][C:13]([N:23]2[CH2:24][CH2:25][N:20]([C:26](=[O:28])[CH3:27])[CH2:21][CH2:22]2)=[O:14])[CH:7]=1, predict the reactants needed to synthesize it. The reactants are: [O:1]1[CH:5]=[CH:4][CH:3]=[C:2]1[C:6]1[O:10][N:9]=[C:8]([CH2:11][O:12][C:13](N2C=CN=C2)=[O:14])[CH:7]=1.[N:20]1([C:26](=[O:28])[CH3:27])[CH2:25][CH2:24][NH:23][CH2:22][CH2:21]1.